From a dataset of Peptide-MHC class I binding affinity with 185,985 pairs from IEDB/IMGT. Regression. Given a peptide amino acid sequence and an MHC pseudo amino acid sequence, predict their binding affinity value. This is MHC class I binding data. (1) The peptide sequence is DTVTYKCPLL. The MHC is HLA-A30:01 with pseudo-sequence HLA-A30:01. The binding affinity (normalized) is 0.257. (2) The peptide sequence is ASPILRFLY. The MHC is HLA-A32:01 with pseudo-sequence HLA-A32:01. The binding affinity (normalized) is 0.353.